From a dataset of Forward reaction prediction with 1.9M reactions from USPTO patents (1976-2016). Predict the product of the given reaction. Given the reactants Cl[CH2:2][C:3]([C:5]1[CH:6]=[C:7]2[C:11](=[CH:12][CH:13]=1)[NH:10][C:9]([C:14]([O:16][CH2:17][CH3:18])=[O:15])=[CH:8]2)=[O:4].[NH:19]1[CH2:23][CH2:22][CH2:21][CH2:20]1, predict the reaction product. The product is: [N:19]1([CH2:2][C:3]([C:5]2[CH:6]=[C:7]3[C:11](=[CH:12][CH:13]=2)[NH:10][C:9]([C:14]([O:16][CH2:17][CH3:18])=[O:15])=[CH:8]3)=[O:4])[CH2:23][CH2:22][CH2:21][CH2:20]1.